From a dataset of NCI-60 drug combinations with 297,098 pairs across 59 cell lines. Regression. Given two drug SMILES strings and cell line genomic features, predict the synergy score measuring deviation from expected non-interaction effect. (1) Drug 1: CC1=C2C(C(=O)C3(C(CC4C(C3C(C(C2(C)C)(CC1OC(=O)C(C(C5=CC=CC=C5)NC(=O)OC(C)(C)C)O)O)OC(=O)C6=CC=CC=C6)(CO4)OC(=O)C)OC)C)OC. Drug 2: CCCCC(=O)OCC(=O)C1(CC(C2=C(C1)C(=C3C(=C2O)C(=O)C4=C(C3=O)C=CC=C4OC)O)OC5CC(C(C(O5)C)O)NC(=O)C(F)(F)F)O. Cell line: PC-3. Synergy scores: CSS=52.9, Synergy_ZIP=11.8, Synergy_Bliss=13.2, Synergy_Loewe=-6.13, Synergy_HSA=15.1. (2) Drug 1: C1=CN(C(=O)N=C1N)C2C(C(C(O2)CO)O)O.Cl. Drug 2: COC1=C2C(=CC3=C1OC=C3)C=CC(=O)O2. Cell line: UACC-257. Synergy scores: CSS=9.79, Synergy_ZIP=-3.77, Synergy_Bliss=-1.62, Synergy_Loewe=-12.2, Synergy_HSA=-1.11. (3) Drug 1: C1=NC2=C(N=C(N=C2N1C3C(C(C(O3)CO)O)O)F)N. Drug 2: CCC1=C2CN3C(=CC4=C(C3=O)COC(=O)C4(CC)O)C2=NC5=C1C=C(C=C5)O. Cell line: A498. Synergy scores: CSS=13.2, Synergy_ZIP=-6.35, Synergy_Bliss=-4.47, Synergy_Loewe=-48.4, Synergy_HSA=-3.71. (4) Drug 1: C1C(C(OC1N2C=NC(=NC2=O)N)CO)O. Drug 2: C(CN)CNCCSP(=O)(O)O. Cell line: A549. Synergy scores: CSS=-1.09, Synergy_ZIP=-0.238, Synergy_Bliss=-2.00, Synergy_Loewe=-1.07, Synergy_HSA=-2.82.